This data is from Peptide-MHC class II binding affinity with 134,281 pairs from IEDB. The task is: Regression. Given a peptide amino acid sequence and an MHC pseudo amino acid sequence, predict their binding affinity value. This is MHC class II binding data. (1) The peptide sequence is LSEEKVPWDQVVMTS. The MHC is HLA-DQA10303-DQB10402 with pseudo-sequence HLA-DQA10303-DQB10402. The binding affinity (normalized) is 0.294. (2) The peptide sequence is VSSAVPTSWVPQGRT. The MHC is DRB1_1101 with pseudo-sequence DRB1_1101. The binding affinity (normalized) is 0. (3) The peptide sequence is GELQIVYKIDAAFKI. The MHC is DRB1_1501 with pseudo-sequence DRB1_1501. The binding affinity (normalized) is 0.745. (4) The peptide sequence is DVKFPEGGQIVGGVY. The MHC is HLA-DQA10501-DQB10301 with pseudo-sequence HLA-DQA10501-DQB10301. The binding affinity (normalized) is 0.625. (5) The peptide sequence is SAAQRRGRIGRNPNR. The MHC is DRB1_0404 with pseudo-sequence DRB1_0404. The binding affinity (normalized) is 0.424. (6) The binding affinity (normalized) is 0.229. The peptide sequence is LFAAFPSFAGLRPTF. The MHC is HLA-DPA10201-DPB10101 with pseudo-sequence HLA-DPA10201-DPB10101. (7) The peptide sequence is YEVRAELPGVDPDKDVDIMV. The MHC is DRB1_0101 with pseudo-sequence DRB1_0101. The binding affinity (normalized) is 0.132. (8) The peptide sequence is QAAVVRFQEAANKQK. The MHC is DRB3_0202 with pseudo-sequence DRB3_0202. The binding affinity (normalized) is 0.197.